Dataset: Full USPTO retrosynthesis dataset with 1.9M reactions from patents (1976-2016). Task: Predict the reactants needed to synthesize the given product. (1) Given the product [CH3:1][S:2][C:3]1[N:8]=[C:7]([C:9]2[NH:11][O:12][C:17](=[O:18])[N:10]=2)[CH:6]=[C:5]([C:13]([F:16])([F:14])[F:15])[N:4]=1, predict the reactants needed to synthesize it. The reactants are: [CH3:1][S:2][C:3]1[N:8]=[C:7]([C:9](=[N:11][OH:12])[NH2:10])[CH:6]=[C:5]([C:13]([F:16])([F:15])[F:14])[N:4]=1.[C:17](N1C=CN=C1)(N1C=CN=C1)=[O:18].N12CCCN=C1CCCCC2.Cl. (2) Given the product [Cl:1][C:2]1[S:6][C:5]([S:7]([NH:31][C@@H:27]([CH:24]2[CH2:25][CH2:26][CH2:21][CH2:22][CH2:23]2)[CH2:28][OH:29])(=[O:9])=[O:8])=[CH:4][CH:3]=1, predict the reactants needed to synthesize it. The reactants are: [Cl:1][C:2]1[S:6][C:5]([S:7](Cl)(=[O:9])=[O:8])=[CH:4][CH:3]=1.BrC1SC(S(Cl)(=O)=O)=CC=1.[CH2:21]1[CH2:26][CH2:25][CH:24]([C@H:27]([NH2:31])[C:28](O)=[O:29])[CH2:23][CH2:22]1.CC(C1C=CC=CC=1)C(C(O)=O)N.N[C@H](C(O)=O)[C@@H](CC)C. (3) Given the product [Cl:24][CH2:5][C@H:4]([CH3:7])[C@H:3]([C:8]1[CH:13]=[CH:12][CH:11]=[C:10]([O:14][CH2:15][C:16]2[CH:21]=[CH:20][CH:19]=[CH:18][CH:17]=2)[CH:9]=1)[CH2:1][CH3:2], predict the reactants needed to synthesize it. The reactants are: [CH2:1]([C@@H:3]([C:8]1[CH:13]=[CH:12][CH:11]=[C:10]([O:14][CH2:15][C:16]2[CH:21]=[CH:20][CH:19]=[CH:18][CH:17]=2)[CH:9]=1)[C@@H:4]([CH3:7])[CH2:5]O)[CH3:2].S(Cl)([Cl:24])=O. (4) Given the product [Br:1][C:2]1[CH:3]=[C:4]([N+:9]([O-:11])=[O:10])[C:5]([NH:15][CH:13]([CH3:14])[CH3:12])=[N:6][CH:7]=1, predict the reactants needed to synthesize it. The reactants are: [Br:1][C:2]1[CH:3]=[C:4]([N+:9]([O-:11])=[O:10])[C:5](Cl)=[N:6][CH:7]=1.[CH3:12][CH:13]([NH2:15])[CH3:14].C(N(CC)CC)C. (5) Given the product [CH2:11]([O:10][C:8](=[O:9])[CH2:7][CH:32]1[O:33][B:29]([OH:30])[C:18]2[CH:19]=[C:20]([O:22][CH:23]3[CH2:28][CH2:27][CH2:26][CH2:25][O:24]3)[CH:21]=[C:14]([F:13])[C:15]1=2)[CH3:12], predict the reactants needed to synthesize it. The reactants are: C[Si](Cl)(C)C.Br[CH2:7][C:8]([O:10][CH2:11][CH3:12])=[O:9].[F:13][C:14]1[CH:21]=[C:20]([O:22][CH:23]2[CH2:28][CH2:27][CH2:26][CH2:25][O:24]2)[CH:19]=[C:18]([B:29]2[O:33][C:32](C)(C)C(C)(C)[O:30]2)[C:15]=1C=O. (6) Given the product [CH2:1]([C:4]1[CH:9]=[CH:8][C:7]([O:10][CH3:11])=[CH:6][C:5]=1[OH:12])[CH3:2], predict the reactants needed to synthesize it. The reactants are: [C:1]([C:4]1[CH:9]=[CH:8][C:7]([O:10][CH3:11])=[CH:6][C:5]=1[OH:12])(=O)[CH3:2].C(N(CC)CC)C.ClC(OCC)=O.[BH4-].[Na+].Cl. (7) Given the product [CH3:1][C:2]1([CH3:10])[O:7][C:6](=[O:8])[C:5](=[CH:22][NH:19][C:18]2[CH:20]=[CH:21][C:15]([S:12]([CH3:11])(=[O:13])=[O:14])=[CH:16][CH:17]=2)[C:4](=[O:9])[O:3]1, predict the reactants needed to synthesize it. The reactants are: [CH3:1][C:2]1([CH3:10])[O:7][C:6](=[O:8])[CH2:5][C:4](=[O:9])[O:3]1.[CH3:11][S:12]([C:15]1[CH:21]=[CH:20][C:18]([NH2:19])=[CH:17][CH:16]=1)(=[O:14])=[O:13].[CH:22](OC)(OC)OC.